From a dataset of Forward reaction prediction with 1.9M reactions from USPTO patents (1976-2016). Predict the product of the given reaction. (1) Given the reactants [C:1]1([CH:7]([CH2:11][CH2:12]O)[CH2:8][CH2:9]O)[CH:6]=[CH:5][CH:4]=[CH:3][CH:2]=1.C(N(CC)CC)C.CS([Cl:25])(=O)=O.[Br-:26].[Li+], predict the reaction product. The product is: [Br:26][CH2:9][CH2:8][CH:7]([C:1]1[CH:6]=[CH:5][CH:4]=[CH:3][CH:2]=1)[CH2:11][CH2:12][Cl:25]. (2) Given the reactants [H-].[Na+].[C:3]([O:7][C:8]([N:10]1[C@@H:19]([CH3:20])[CH2:18][C:17]2[C:16]([O:21][C:22]3[CH:23]=[C:24]4[C:28](=[CH:29][CH:30]=3)[NH:27][CH:26]=[CH:25]4)=[N:15][CH:14]=[N:13][C:12]=2[CH2:11]1)=[O:9])([CH3:6])([CH3:5])[CH3:4].[C:31]([O:35][C:36]([N:38]1[C:42]([NH:43][C:44](OC2C=CC=CC=2)=[O:45])=[CH:41][C:40]([C:53]2([CH3:56])[CH2:55][CH2:54]2)=[N:39]1)=[O:37])([CH3:34])([CH3:33])[CH3:32], predict the reaction product. The product is: [C:3]([O:7][C:8]([N:10]1[C@@H:19]([CH3:20])[CH2:18][C:17]2[C:16]([O:21][C:22]3[CH:23]=[C:24]4[C:28](=[CH:29][CH:30]=3)[N:27]([C:44](=[O:45])[NH:43][C:42]3[N:38]([C:36]([O:35][C:31]([CH3:34])([CH3:33])[CH3:32])=[O:37])[N:39]=[C:40]([C:53]5([CH3:56])[CH2:55][CH2:54]5)[CH:41]=3)[CH:26]=[CH:25]4)=[N:15][CH:14]=[N:13][C:12]=2[CH2:11]1)=[O:9])([CH3:4])([CH3:5])[CH3:6].